This data is from NCI-60 drug combinations with 297,098 pairs across 59 cell lines. The task is: Regression. Given two drug SMILES strings and cell line genomic features, predict the synergy score measuring deviation from expected non-interaction effect. (1) Drug 1: C1CC(=O)NC(=O)C1N2CC3=C(C2=O)C=CC=C3N. Drug 2: CCCCCOC(=O)NC1=NC(=O)N(C=C1F)C2C(C(C(O2)C)O)O. Cell line: SNB-75. Synergy scores: CSS=4.33, Synergy_ZIP=-2.26, Synergy_Bliss=-2.69, Synergy_Loewe=0.0503, Synergy_HSA=-1.66. (2) Drug 1: CC1=C(C(=CC=C1)Cl)NC(=O)C2=CN=C(S2)NC3=CC(=NC(=N3)C)N4CCN(CC4)CCO. Drug 2: CC1=C(C(=O)C2=C(C1=O)N3CC4C(C3(C2COC(=O)N)OC)N4)N. Cell line: MOLT-4. Synergy scores: CSS=37.7, Synergy_ZIP=1.22, Synergy_Bliss=1.56, Synergy_Loewe=-5.99, Synergy_HSA=3.64. (3) Drug 1: CC1=CC2C(CCC3(C2CCC3(C(=O)C)OC(=O)C)C)C4(C1=CC(=O)CC4)C. Drug 2: C1CN(P(=O)(OC1)NCCCl)CCCl. Cell line: HCC-2998. Synergy scores: CSS=-3.73, Synergy_ZIP=2.24, Synergy_Bliss=2.28, Synergy_Loewe=0.0335, Synergy_HSA=-1.03. (4) Drug 1: C1=CC=C(C=C1)NC(=O)CCCCCCC(=O)NO. Drug 2: C(CCl)NC(=O)N(CCCl)N=O. Cell line: SW-620. Synergy scores: CSS=24.3, Synergy_ZIP=-2.80, Synergy_Bliss=5.73, Synergy_Loewe=1.57, Synergy_HSA=3.56. (5) Drug 1: CC(C)(C#N)C1=CC(=CC(=C1)CN2C=NC=N2)C(C)(C)C#N. Drug 2: C(CCl)NC(=O)N(CCCl)N=O. Cell line: MDA-MB-435. Synergy scores: CSS=5.98, Synergy_ZIP=-5.60, Synergy_Bliss=-10.2, Synergy_Loewe=-1.01, Synergy_HSA=-5.32. (6) Cell line: A498. Drug 2: CC1C(C(CC(O1)OC2CC(OC(C2O)C)OC3=CC4=CC5=C(C(=O)C(C(C5)C(C(=O)C(C(C)O)O)OC)OC6CC(C(C(O6)C)O)OC7CC(C(C(O7)C)O)OC8CC(C(C(O8)C)O)(C)O)C(=C4C(=C3C)O)O)O)O. Synergy scores: CSS=40.2, Synergy_ZIP=1.34, Synergy_Bliss=-0.525, Synergy_Loewe=-18.6, Synergy_HSA=-1.64. Drug 1: C1=CC(=CC=C1C#N)C(C2=CC=C(C=C2)C#N)N3C=NC=N3. (7) Cell line: NCIH23. Drug 2: CC1C(C(CC(O1)OC2CC(CC3=C2C(=C4C(=C3O)C(=O)C5=C(C4=O)C(=CC=C5)OC)O)(C(=O)CO)O)N)O.Cl. Drug 1: CC1C(C(CC(O1)OC2CC(CC3=C2C(=C4C(=C3O)C(=O)C5=C(C4=O)C(=CC=C5)OC)O)(C(=O)CO)O)N)O.Cl. Synergy scores: CSS=53.8, Synergy_ZIP=-4.80, Synergy_Bliss=-3.53, Synergy_Loewe=-1.06, Synergy_HSA=0.545. (8) Drug 1: CNC(=O)C1=CC=CC=C1SC2=CC3=C(C=C2)C(=NN3)C=CC4=CC=CC=N4. Drug 2: COC1=NC(=NC2=C1N=CN2C3C(C(C(O3)CO)O)O)N. Cell line: U251. Synergy scores: CSS=9.87, Synergy_ZIP=-4.03, Synergy_Bliss=-0.599, Synergy_Loewe=-40.4, Synergy_HSA=-2.36. (9) Drug 1: CC1=C2C(C(=O)C3(C(CC4C(C3C(C(C2(C)C)(CC1OC(=O)C(C(C5=CC=CC=C5)NC(=O)C6=CC=CC=C6)O)O)OC(=O)C7=CC=CC=C7)(CO4)OC(=O)C)O)C)OC(=O)C. Drug 2: CCN(CC)CCCC(C)NC1=C2C=C(C=CC2=NC3=C1C=CC(=C3)Cl)OC. Cell line: KM12. Synergy scores: CSS=57.1, Synergy_ZIP=-1.32, Synergy_Bliss=-2.18, Synergy_Loewe=-6.47, Synergy_HSA=-0.291. (10) Drug 1: C1=NNC2=C1C(=O)NC=N2. Drug 2: COC1=C2C(=CC3=C1OC=C3)C=CC(=O)O2. Cell line: DU-145. Synergy scores: CSS=3.39, Synergy_ZIP=3.41, Synergy_Bliss=5.29, Synergy_Loewe=3.54, Synergy_HSA=1.91.